Regression. Given a peptide amino acid sequence and an MHC pseudo amino acid sequence, predict their binding affinity value. This is MHC class I binding data. From a dataset of Peptide-MHC class I binding affinity with 185,985 pairs from IEDB/IMGT. The peptide sequence is GAIKNSTAI. The MHC is HLA-A02:06 with pseudo-sequence HLA-A02:06. The binding affinity (normalized) is 0.240.